This data is from Full USPTO retrosynthesis dataset with 1.9M reactions from patents (1976-2016). The task is: Predict the reactants needed to synthesize the given product. (1) Given the product [CH3:7][O:8][C:9]1[CH:10]=[CH:11][C:12]([N:15]2[CH2:20][CH2:19][N:18]([C:21]3[C:22]([CH3:35])=[C:23]([CH3:34])[C:24]4[O:28][C:27]([CH3:29])([CH3:30])[CH:26]([N:1]5[CH2:6][CH2:5][CH2:4][CH2:3][CH2:2]5)[C:25]=4[C:32]=3[CH3:33])[CH2:17][CH2:16]2)=[CH:13][CH:14]=1, predict the reactants needed to synthesize it. The reactants are: [NH:1]1[CH2:6][CH2:5][CH2:4][CH2:3][CH2:2]1.[CH3:7][O:8][C:9]1[CH:14]=[CH:13][C:12]([N:15]2[CH2:20][CH2:19][N:18]([C:21]3[C:22]([CH3:35])=[C:23]([CH3:34])[C:24]4[O:28][C:27]([CH3:30])([CH3:29])[CH:26](O)[C:25]=4[C:32]=3[CH3:33])[CH2:17][CH2:16]2)=[CH:11][CH:10]=1. (2) Given the product [CH2:1]([O:3][C:4]1[CH:23]=[C:22]([F:24])[C:7]([CH2:8][N:9]2[C:17]3[C:12](=[CH:13][CH:14]=[CH:15][CH:16]=3)[C:11]([C:18]3[N:33]=[C:28]([NH2:34])[CH:29]=[C:30]([NH2:32])[N:31]=3)=[N:10]2)=[C:6]([F:25])[CH:5]=1)[CH3:2], predict the reactants needed to synthesize it. The reactants are: [CH2:1]([O:3][C:4]1[CH:23]=[C:22]([F:24])[C:7]([CH2:8][N:9]2[C:17]3[C:12](=[CH:13][CH:14]=[CH:15][CH:16]=3)[C:11]([C:18](OC)=O)=[N:10]2)=[C:6]([F:25])[CH:5]=1)[CH3:2].Cl.Cl.[C:28](=[NH:34])([NH2:33])[CH2:29][C:30](=[NH:32])[NH2:31].C[O-].[Na+]. (3) Given the product [CH3:1][CH:2]1[CH2:7][CH2:6][CH2:5][N:4]([C:8]2[O:9][C:10]([C:17]([NH:19][C:20]3[CH:21]=[CH:22][C:23]([N:26]4[CH2:34][CH2:33][CH2:32][N:29]([C:28]([O:47][CH:48]5[CH2:52][CH2:51][CH2:50][CH2:49]5)=[O:43])[CH2:30][CH2:31]4)=[N:24][CH:25]=3)=[O:18])=[C:11]([C:13]([F:16])([F:15])[F:14])[N:12]=2)[CH2:3]1, predict the reactants needed to synthesize it. The reactants are: [CH3:1][CH:2]1[CH2:7][CH2:6][CH2:5][N:4]([C:8]2[O:9][C:10]([C:17]([NH:19][C:20]3[CH:21]=[CH:22][C:23]([N:26]4[CH2:31][CH2:30][N:29]([CH2:32][C:33]5[CH:34]=C(C=CC=5)C(OC)=O)[C:28](=[O:43])C4)=[N:24][CH:25]=3)=[O:18])=[C:11]([C:13]([F:16])([F:15])[F:14])[N:12]=2)[CH2:3]1.ClC([O:47][CH:48]1[CH2:52][CH2:51][CH2:50][CH2:49]1)=O. (4) Given the product [CH:44]1([C:42]([NH:41][C:39]2[N:40]=[C:35]3[CH:34]=[CH:33][C:32]([O:31][C:30]4[CH:29]=[C:28]([NH:27][C:10](=[O:12])[C:9]5[CH:13]=[CH:14][CH:15]=[C:7]([N:3]6[CH2:4][CH2:5][CH2:6][C:2]6=[O:1])[CH:8]=5)[CH:49]=[CH:48][CH:47]=4)=[N:37][N:36]3[CH:38]=2)=[O:43])[CH2:45][CH2:46]1, predict the reactants needed to synthesize it. The reactants are: [O:1]=[C:2]1[CH2:6][CH2:5][CH2:4][N:3]1[C:7]1[CH:8]=[C:9]([CH:13]=[CH:14][CH:15]=1)[C:10]([OH:12])=O.C(Cl)(=O)C(Cl)=O.O1CCCC1.[NH2:27][C:28]1[CH:29]=[C:30]([CH:47]=[CH:48][CH:49]=1)[O:31][C:32]1[CH:33]=[CH:34][C:35]2[N:36]([CH:38]=[C:39]([NH:41][C:42]([CH:44]3[CH2:46][CH2:45]3)=[O:43])[N:40]=2)[N:37]=1. (5) Given the product [F:1][C:2]1([F:32])[CH2:6][CH2:5][C@@H:4]([C@@:7]([OH:31])([C:24]2[CH:29]=[CH:28][C:27]([CH:33]=[CH2:34])=[CH:26][CH:25]=2)[C:8]([O:10][CH:11]2[CH2:16][CH2:15][N:14]([C:17]([O:19][C:20]([CH3:23])([CH3:22])[CH3:21])=[O:18])[CH2:13][CH2:12]2)=[O:9])[CH2:3]1, predict the reactants needed to synthesize it. The reactants are: [F:1][C:2]1([F:32])[CH2:6][CH2:5][C@@H:4]([C@@:7]([OH:31])([C:24]2[CH:29]=[CH:28][C:27](Br)=[CH:26][CH:25]=2)[C:8]([O:10][CH:11]2[CH2:16][CH2:15][N:14]([C:17]([O:19][C:20]([CH3:23])([CH3:22])[CH3:21])=[O:18])[CH2:13][CH2:12]2)=[O:9])[CH2:3]1.[CH:33]([Sn](CCCC)(CCCC)CCCC)=[CH2:34].